This data is from Reaction yield outcomes from USPTO patents with 853,638 reactions. The task is: Predict the reaction yield, written as a fraction of the theoretical maximum amount of product (1.0 means a 100% yield; for example, 0.34 means a 34% yield). (1) The reactants are [C:1](=[O:4])([O-])[O-].[K+].[K+].CN(C=O)C.[Cl:12][C:13]1[CH:14]=[CH:15][C:16]([NH:23][C:24](=[O:27])[CH2:25]Cl)=[C:17]([CH:22]=1)[C:18]([O:20][CH3:21])=[O:19].[Br:28][C:29]1[CH:34]=C[CH:32]=[CH:31][C:30]=1O. The catalyst is C(OCC)(=O)C.O. The product is [Br:28][C:29]1[CH:34]=[C:1]([CH:32]=[CH:31][CH:30]=1)[O:4][CH2:25][C:24]([NH:23][C:16]1[CH:15]=[CH:14][C:13]([Cl:12])=[CH:22][C:17]=1[C:18]([O:20][CH3:21])=[O:19])=[O:27]. The yield is 0.730. (2) The reactants are [C:1]1([C@H:7]([NH:24][C:25]([O:27][C@@H:28]2[CH:33]3[CH2:34][CH2:35][N:30]([CH2:31][CH2:32]3)[CH2:29]2)=[O:26])[C:8]2[CH:9]=[C:10]([CH:21]=[CH:22][CH:23]=2)[O:11][CH2:12][C:13]2[O:17][C:16]([C:18]([OH:20])=[O:19])=[CH:15][CH:14]=2)[CH:6]=[CH:5][CH:4]=[CH:3][CH:2]=1.C(O)=O.C1([C@H](NC(O[C@@H]2C3CCN(CC3)C2)=O)C2C=C(C=CC=2)OCC2OC(C(O)=O)=CC=2)C=CC=CC=1.[ClH:74].CCOCC. The catalyst is O1CCOCC1. The product is [ClH:74].[C:1]1([C@H:7]([NH:24][C:25]([O:27][C@@H:28]2[CH:33]3[CH2:34][CH2:35][N:30]([CH2:31][CH2:32]3)[CH2:29]2)=[O:26])[C:8]2[CH:9]=[C:10]([CH:21]=[CH:22][CH:23]=2)[O:11][CH2:12][C:13]2[O:17][C:16]([C:18]([OH:20])=[O:19])=[CH:15][CH:14]=2)[CH:6]=[CH:5][CH:4]=[CH:3][CH:2]=1. The yield is 0.990.